Dataset: Forward reaction prediction with 1.9M reactions from USPTO patents (1976-2016). Task: Predict the product of the given reaction. Given the reactants [F:1][CH:2]([F:36])[C:3]1[N:7]([C:8]2[CH:13]=[C:12]([N:14]3[CH2:19][CH2:18][O:17][CH2:16][CH2:15]3)[N:11]=[C:10]([NH:20]CC3C=CC(OC)=C(OC)C=3)[N:9]=2)[C:6]2[CH:32]=[CH:33][CH:34]=[CH:35][C:5]=2[N:4]=1.FC(F)(F)C(O)=O.C(=O)([O-])O.[Na+], predict the reaction product. The product is: [F:36][CH:2]([F:1])[C:3]1[N:7]([C:8]2[CH:13]=[C:12]([N:14]3[CH2:19][CH2:18][O:17][CH2:16][CH2:15]3)[N:11]=[C:10]([NH2:20])[N:9]=2)[C:6]2[CH:32]=[CH:33][CH:34]=[CH:35][C:5]=2[N:4]=1.